Dataset: Full USPTO retrosynthesis dataset with 1.9M reactions from patents (1976-2016). Task: Predict the reactants needed to synthesize the given product. The reactants are: [CH3:1][N:2]([S:15]([C:18]1[S:19][CH:20]=[CH:21][CH:22]=1)(=[O:17])=[O:16])[C:3]1[CH:4]=[CH:5][CH:6]=[C:7]2[C:11]=1[NH:10][C:9]([C:12]([NH2:14])=O)=[CH:8]2.COC1C=CC(P2(SP(C3C=CC(OC)=CC=3)(=S)S2)=[S:32])=CC=1. Given the product [CH3:1][N:2]([S:15]([C:18]1[S:19][CH:20]=[CH:21][CH:22]=1)(=[O:17])=[O:16])[C:3]1[CH:4]=[CH:5][CH:6]=[C:7]2[C:11]=1[NH:10][C:9]([C:12](=[S:32])[NH2:14])=[CH:8]2, predict the reactants needed to synthesize it.